Dataset: Full USPTO retrosynthesis dataset with 1.9M reactions from patents (1976-2016). Task: Predict the reactants needed to synthesize the given product. (1) Given the product [CH2:13]([O:27][C:28]([C:30]1[CH:34]=[CH:33][S:32][C:31]=1[CH:38]=[O:39])=[O:29])[CH2:14][CH2:15][CH2:16][CH2:17][CH2:18][CH2:19][CH2:20][CH2:21][CH2:22][CH2:23][CH2:24][CH2:25][CH3:26], predict the reactants needed to synthesize it. The reactants are: C(NC(C)C)(C)C.C([Li])CCC.[CH2:13]([O:27][C:28]([C:30]1[CH:34]=[CH:33][S:32][CH:31]=1)=[O:29])[CH2:14][CH2:15][CH2:16][CH2:17][CH2:18][CH2:19][CH2:20][CH2:21][CH2:22][CH2:23][CH2:24][CH2:25][CH3:26].CN([CH:38]=[O:39])C. (2) Given the product [CH3:1][O:2][C:3]1[CH:8]=[CH:7][C:6]([C:9]2[N:13]([C:14]3[CH:19]=[CH:18][CH:17]=[CH:16][CH:15]=3)[N:12]=[C:11]([CH:20]3[CH2:25][CH2:24][N:23]([C:30](=[O:36])[N:46]([OH:47])[CH3:45])[CH2:22][CH2:21]3)[CH:10]=2)=[CH:5][CH:4]=1, predict the reactants needed to synthesize it. The reactants are: [CH3:1][O:2][C:3]1[CH:8]=[CH:7][C:6]([C:9]2[N:13]([C:14]3[CH:19]=[CH:18][CH:17]=[CH:16][CH:15]=3)[N:12]=[C:11]([CH:20]3[CH2:25][CH2:24][NH:23][CH2:22][CH2:21]3)[CH:10]=2)=[CH:5][CH:4]=1.ClC(Cl)(O[C:30](=[O:36])OC(Cl)(Cl)Cl)Cl.N1C=CC=CC=1.Cl.[CH3:45][NH:46][OH:47].C(N(CC)CC)C. (3) Given the product [CH2:1]([C@@H:3]1[CH2:24][O:23][C:6]2=[C:7]3[C:12](=[CH:13][CH:14]=[C:5]2[N:4]1[CH2:32][C:33]([F:36])([F:35])[F:34])[N:11]=[C:10]([O:15][CH:16]([CH3:18])[CH3:17])[CH:9]=[C:8]3[C:19]([F:21])([F:22])[F:20])[CH3:2], predict the reactants needed to synthesize it. The reactants are: [CH2:1]([C@@H:3]1[CH2:24][O:23][C:6]2=[C:7]3[C:12](=[CH:13][CH:14]=[C:5]2[NH:4]1)[N:11]=[C:10]([O:15][CH:16]([CH3:18])[CH3:17])[CH:9]=[C:8]3[C:19]([F:22])([F:21])[F:20])[CH3:2].[BH3-]C#N.[Na+].C(O[CH:32](O)[C:33]([F:36])([F:35])[F:34])C. (4) Given the product [Cl:14][C:7]1[CH:8]=[C:9]([CH:12]=[CH:13][C:6]=1[N+:1]([O-:3])=[O:2])[C:10]#[N:11], predict the reactants needed to synthesize it. The reactants are: [N:1]([O-:3])=[O:2].[Na+].N[C:6]1[CH:13]=[CH:12][C:9]([C:10]#[N:11])=[CH:8][C:7]=1[Cl:14]. (5) Given the product [C:118]([CH2:117][N:107]1[CH2:108][CH2:109][N:110]([CH2:113][C:114]([O-:116])=[O:115])[CH2:111][CH2:112][N:101]([CH2:100][C:97]([O-:99])=[O:98])[CH2:102][CH2:103][N:104]([CH:121]([CH3:259])[C:122]([NH:124][CH2:125][C:126]([NH:128][C@H:129]([C:164]([NH:166][C@H:167]([C:240]([NH:242][CH2:243][CH2:244][CH2:245][CH2:246][C:247]2[CH:252]=[CH:251][CH:250]=[C:249]([C:253]#[C:254][C:2]3[CH:7]=[N:6][CH:5]=[C:4]([C@@H:8]([NH:13][C:14]([C@@H:16]4[CH2:21][CH2:20][CH2:19][N:18]([C:22](=[O:31])[CH2:23][CH2:24][CH:25]5[CH2:30][CH2:29][NH:28][CH2:27][CH2:26]5)[CH2:17]4)=[O:15])[CH2:9][C:10]([OH:12])=[O:11])[CH:3]=3)[CH:248]=2)=[O:241])[CH2:168][NH:169][C:170](=[O:239])[C@H:171]([CH2:205][NH:206][C:207](=[O:238])[CH2:208][NH:209][C:210](=[O:237])[CH:211]([N:213]2[CH2:214][CH2:215][N:216]([CH2:233][C:234]([O-:236])=[O:235])[CH2:217][CH2:218][N:219]([CH2:229][C:230]([O-:232])=[O:231])[CH2:220][CH2:221][N:222]([CH2:225][C:226]([O-:228])=[O:227])[CH2:223][CH2:224]2)[CH3:212])[NH:172][C:173](=[O:204])[CH2:174][NH:175][C:176](=[O:203])[CH:177]([N:179]2[CH2:190][CH2:189][N:188]([CH2:191][C:192]([O-:194])=[O:193])[CH2:187][CH2:186][N:185]([CH2:195][C:196]([O-:198])=[O:197])[CH2:184][CH2:183][N:182]([CH2:199][C:200]([O-:202])=[O:201])[CH2:181][CH2:180]2)[CH3:178])=[O:165])[CH2:130][NH:131][C:132](=[O:163])[CH2:133][NH:134][C:135](=[O:162])[CH:136]([N:138]2[CH2:149][CH2:148][N:147]([CH2:150][C:151]([O-:153])=[O:152])[CH2:146][CH2:145][N:144]([CH2:154][C:155]([O-:157])=[O:156])[CH2:143][CH2:142][N:141]([CH2:158][C:159]([O-:161])=[O:160])[CH2:140][CH2:139]2)[CH3:137])=[O:127])=[O:123])[CH2:105][CH2:106]1)([O-:120])=[O:119].[Gd+3:260].[Gd+3:260].[Gd+3:260].[Gd+3:260], predict the reactants needed to synthesize it. The reactants are: Br[C:2]1[CH:3]=[C:4]([C@@H:8]([NH:13][C:14]([C@@H:16]2[CH2:21][CH2:20][CH2:19][N:18]([C:22](=[O:31])[CH2:23][CH2:24][CH:25]3[CH2:30][CH2:29][NH:28][CH2:27][CH2:26]3)[CH2:17]2)=[O:15])[CH2:9][C:10]([OH:12])=[O:11])[CH:5]=[N:6][CH:7]=1.C(N(CC)CC)C.CCCC[N+](CCCC)(CCCC)CCCC.[F-].P(C1C=C(S([O-])(=O)=O)C(C)=CC=1C)(C1C=C(S([O-])(=O)=O)C(C)=CC=1C)C1C=C(S([O-])(=O)=O)C(C)=CC=1C.[Na+].[Na+].[Na+].[C:97]([CH2:100][N:101]1[CH2:112][CH2:111][N:110]([CH2:113][C:114]([O-:116])=[O:115])[CH2:109][CH2:108][N:107]([CH2:117][C:118]([O-:120])=[O:119])[CH2:106][CH2:105][N:104]([CH:121]([CH3:259])[C:122]([NH:124][CH2:125][C:126]([NH:128][C@H:129]([C:164]([NH:166][C@H:167]([C:240]([NH:242][CH2:243][CH2:244][CH2:245][CH2:246][C:247]2[CH:252]=[CH:251][CH:250]=[C:249]([C:253]#[C:254][Si](C)(C)C)[CH:248]=2)=[O:241])[CH2:168][NH:169][C:170](=[O:239])[C@H:171]([CH2:205][NH:206][C:207](=[O:238])[CH2:208][NH:209][C:210](=[O:237])[CH:211]([N:213]2[CH2:224][CH2:223][N:222]([CH2:225][C:226]([O-:228])=[O:227])[CH2:221][CH2:220][N:219]([CH2:229][C:230]([O-:232])=[O:231])[CH2:218][CH2:217][N:216]([CH2:233][C:234]([O-:236])=[O:235])[CH2:215][CH2:214]2)[CH3:212])[NH:172][C:173](=[O:204])[CH2:174][NH:175][C:176](=[O:203])[CH:177]([N:179]2[CH2:190][CH2:189][N:188]([CH2:191][C:192]([O-:194])=[O:193])[CH2:187][CH2:186][N:185]([CH2:195][C:196]([O-:198])=[O:197])[CH2:184][CH2:183][N:182]([CH2:199][C:200]([O-:202])=[O:201])[CH2:181][CH2:180]2)[CH3:178])=[O:165])[CH2:130][NH:131][C:132](=[O:163])[CH2:133][NH:134][C:135](=[O:162])[CH:136]([N:138]2[CH2:149][CH2:148][N:147]([CH2:150][C:151]([O-:153])=[O:152])[CH2:146][CH2:145][N:144]([CH2:154][C:155]([O-:157])=[O:156])[CH2:143][CH2:142][N:141]([CH2:158][C:159]([O-:161])=[O:160])[CH2:140][CH2:139]2)[CH3:137])=[O:127])=[O:123])[CH2:103][CH2:102]1)([O-:99])=[O:98].[Gd+3:260].[Gd+3].[Gd+3].[Gd+3]. (6) Given the product [Cl-:29].[NH2:21][CH2:20][C:8]1([C:5]2[CH:6]=[CH:7][C:2]([Br:1])=[CH:3][CH:4]=2)[C:16]2[C:11](=[CH:12][CH:13]=[CH:14][CH:15]=2)[C:10]2=[NH+:17][CH:18]=[CH:19][N:9]12, predict the reactants needed to synthesize it. The reactants are: [Br:1][C:2]1[CH:7]=[CH:6][C:5]([C:8]2([CH2:20][NH:21]C(=O)OC(C)(C)C)[C:16]3[C:11](=[CH:12][CH:13]=[CH:14][CH:15]=3)[C:10]3=[N:17][CH:18]=[CH:19][N:9]23)=[CH:4][CH:3]=1.[ClH:29].